From a dataset of Peptide-MHC class II binding affinity with 134,281 pairs from IEDB. Regression. Given a peptide amino acid sequence and an MHC pseudo amino acid sequence, predict their binding affinity value. This is MHC class II binding data. The peptide sequence is KITMLTNGQCQNITVV. The MHC is DRB4_0101 with pseudo-sequence DRB4_0103. The binding affinity (normalized) is 0.414.